This data is from NCI-60 drug combinations with 297,098 pairs across 59 cell lines. The task is: Regression. Given two drug SMILES strings and cell line genomic features, predict the synergy score measuring deviation from expected non-interaction effect. (1) Drug 1: C1=CC(=CC=C1CCCC(=O)O)N(CCCl)CCCl. Drug 2: CCCS(=O)(=O)NC1=C(C(=C(C=C1)F)C(=O)C2=CNC3=C2C=C(C=N3)C4=CC=C(C=C4)Cl)F. Cell line: MOLT-4. Synergy scores: CSS=40.5, Synergy_ZIP=1.40, Synergy_Bliss=-1.29, Synergy_Loewe=-8.31, Synergy_HSA=-2.43. (2) Drug 1: C1CCC(CC1)NC(=O)N(CCCl)N=O. Drug 2: CCC1(CC2CC(C3=C(CCN(C2)C1)C4=CC=CC=C4N3)(C5=C(C=C6C(=C5)C78CCN9C7C(C=CC9)(C(C(C8N6C=O)(C(=O)OC)O)OC(=O)C)CC)OC)C(=O)OC)O.OS(=O)(=O)O. Cell line: 786-0. Synergy scores: CSS=31.6, Synergy_ZIP=7.07, Synergy_Bliss=6.54, Synergy_Loewe=4.87, Synergy_HSA=4.43. (3) Drug 1: CC1C(C(CC(O1)OC2CC(CC3=C2C(=C4C(=C3O)C(=O)C5=C(C4=O)C(=CC=C5)OC)O)(C(=O)C)O)N)O.Cl. Drug 2: C1CC(=O)NC(=O)C1N2C(=O)C3=CC=CC=C3C2=O. Cell line: SR. Synergy scores: CSS=70.1, Synergy_ZIP=17.5, Synergy_Bliss=12.8, Synergy_Loewe=-8.17, Synergy_HSA=13.5. (4) Drug 1: CC=C1C(=O)NC(C(=O)OC2CC(=O)NC(C(=O)NC(CSSCCC=C2)C(=O)N1)C(C)C)C(C)C. Drug 2: CCN(CC)CCCC(C)NC1=C2C=C(C=CC2=NC3=C1C=CC(=C3)Cl)OC. Cell line: TK-10. Synergy scores: CSS=43.1, Synergy_ZIP=-0.514, Synergy_Bliss=-0.135, Synergy_Loewe=-30.5, Synergy_HSA=1.83. (5) Drug 1: CC12CCC(CC1=CCC3C2CCC4(C3CC=C4C5=CN=CC=C5)C)O. Drug 2: COC1=C(C=C2C(=C1)N=CN=C2NC3=CC(=C(C=C3)F)Cl)OCCCN4CCOCC4. Cell line: COLO 205. Synergy scores: CSS=18.4, Synergy_ZIP=6.58, Synergy_Bliss=9.78, Synergy_Loewe=1.06, Synergy_HSA=6.16. (6) Drug 1: CN1CCC(CC1)COC2=C(C=C3C(=C2)N=CN=C3NC4=C(C=C(C=C4)Br)F)OC. Drug 2: CN(CCCl)CCCl.Cl. Cell line: SNB-19. Synergy scores: CSS=3.39, Synergy_ZIP=-2.95, Synergy_Bliss=0.194, Synergy_Loewe=-5.68, Synergy_HSA=-0.973. (7) Drug 2: C(CN)CNCCSP(=O)(O)O. Cell line: CCRF-CEM. Drug 1: C1=CC(=CC=C1CCC2=CNC3=C2C(=O)NC(=N3)N)C(=O)NC(CCC(=O)O)C(=O)O. Synergy scores: CSS=59.4, Synergy_ZIP=1.20, Synergy_Bliss=-0.539, Synergy_Loewe=-14.1, Synergy_HSA=0.0705.